From a dataset of Forward reaction prediction with 1.9M reactions from USPTO patents (1976-2016). Predict the product of the given reaction. (1) Given the reactants Br[C:2]1[CH:11]=[CH:10][C:5]([C:6]([O:8][CH3:9])=[O:7])=[C:4]([F:12])[CH:3]=1.[C:13]([O:17][C:18]([N:20]1[CH:24]=[CH:23][CH:22]=[C:21]1B(O)O)=[O:19])([CH3:16])([CH3:15])[CH3:14].C([O-])([O-])=O.[Na+].[Na+], predict the reaction product. The product is: [F:12][C:4]1[CH:3]=[C:2]([C:21]2[N:20]([C:18]([O:17][C:13]([CH3:16])([CH3:15])[CH3:14])=[O:19])[CH:24]=[CH:23][CH:22]=2)[CH:11]=[CH:10][C:5]=1[C:6]([O:8][CH3:9])=[O:7]. (2) Given the reactants [NH2:1][C:2]1[CH:3]=[CH:4][C:5]([O:8][C:9](=[O:18])[N:10]([CH3:17])[C:11]2[CH:16]=[CH:15][CH:14]=[CH:13][CH:12]=2)=[N:6][CH:7]=1.[F:19][C:20]1[C:28]([C:29]([F:32])([F:31])[F:30])=[CH:27][CH:26]=[CH:25][C:21]=1[C:22](Cl)=[O:23].C(N(CC)CC)C.ClCCl, predict the reaction product. The product is: [F:19][C:20]1[C:28]([C:29]([F:30])([F:31])[F:32])=[CH:27][CH:26]=[CH:25][C:21]=1[C:22]([NH:1][C:2]1[CH:3]=[CH:4][C:5]([O:8][C:9](=[O:18])[N:10]([CH3:17])[C:11]2[CH:16]=[CH:15][CH:14]=[CH:13][CH:12]=2)=[N:6][CH:7]=1)=[O:23]. (3) Given the reactants [F:1][C:2]1[CH:10]=[C:9]2[C:5]([C:6]([C:11]3[CH:22]=[CH:21][C:14]4[NH:15][C:16]([CH2:18][C:19]#[N:20])=[N:17][C:13]=4[CH:12]=3)=[CH:7][NH:8]2)=[CH:4][CH:3]=1.C([O-])([O-])=[O:24].[K+].[K+].OO.C(Cl)Cl.CO, predict the reaction product. The product is: [F:1][C:2]1[CH:10]=[C:9]2[C:5]([C:6]([C:11]3[CH:22]=[CH:21][C:14]4[N:15]=[C:16]([CH2:18][C:19]([NH2:20])=[O:24])[NH:17][C:13]=4[CH:12]=3)=[CH:7][NH:8]2)=[CH:4][CH:3]=1. (4) Given the reactants F[C:2]1[CH:7]=[CH:6][C:5]([C:8](=[O:10])[CH3:9])=[CH:4][C:3]=1[N+:11]([O-:13])=[O:12].[NH:14]1[CH:18]=[CH:17][N:16]=[C:15]1[CH2:19][CH2:20][C:21]([O:23][CH2:24][CH3:25])=[O:22].C(=O)([O-])[O-].[K+].[K+].CN(C)C(=O)C, predict the reaction product. The product is: [C:8]([C:5]1[CH:6]=[CH:7][C:2]([N:14]2[CH:18]=[CH:17][N:16]=[C:15]2[CH2:19][CH2:20][C:21]([O:23][CH2:24][CH3:25])=[O:22])=[C:3]([N+:11]([O-:13])=[O:12])[CH:4]=1)(=[O:10])[CH3:9]. (5) Given the reactants [N+:1]([CH3:4])([O-:3])=[O:2].[OH-].[Na+].[CH2:7]([O:14][C:15]1[CH:16]=[CH:17][C:18]([Br:23])=[C:19]([CH:22]=1)[CH:20]=[O:21])[C:8]1[CH:13]=[CH:12][CH:11]=[CH:10][CH:9]=1, predict the reaction product. The product is: [CH2:7]([O:14][C:15]1[CH:16]=[CH:17][C:18]([Br:23])=[C:19]([CH:20]([OH:21])[CH2:4][N+:1]([O-:3])=[O:2])[CH:22]=1)[C:8]1[CH:9]=[CH:10][CH:11]=[CH:12][CH:13]=1. (6) Given the reactants [Cl:1][C:2]1[CH:7]=[CH:6][CH:5]=[CH:4][C:3]=1[CH2:8][O:9][C:10]1[CH:15]=[CH:14][C:13]2[C:16]3([CH2:31][O:32][C:12]=2[CH:11]=1)[CH2:21][CH2:20][N:19]([CH2:22][CH2:23][C:24]([O:26]C(C)(C)C)=[O:25])[CH2:18][CH2:17]3.[C:33]([OH:39])([C:35]([F:38])([F:37])[F:36])=[O:34].CC1OC(C=CC2C=C3CCCN4CCCC(=C34)C=2)=CC(=C(C#N)C#N)C=1, predict the reaction product. The product is: [F:36][C:35]([F:38])([F:37])[C:33]([OH:39])=[O:34].[Cl:1][C:2]1[CH:7]=[CH:6][CH:5]=[CH:4][C:3]=1[CH2:8][O:9][C:10]1[CH:15]=[CH:14][C:13]2[C:16]3([CH2:31][O:32][C:12]=2[CH:11]=1)[CH2:21][CH2:20][N:19]([CH2:22][CH2:23][C:24]([OH:26])=[O:25])[CH2:18][CH2:17]3.